From a dataset of Catalyst prediction with 721,799 reactions and 888 catalyst types from USPTO. Predict which catalyst facilitates the given reaction. (1) Product: [F:34][C:35]1[CH:40]=[C:39]([C:2]2[CH:3]=[C:4]3[C:10]([C:11]4[CH:12]=[N:13][N:14]([CH2:16][C:17]5[CH:22]=[CH:21][CH:20]=[C:19]([F:23])[CH:18]=5)[CH:15]=4)=[CH:9][N:8]([S:24]([C:27]4[CH:28]=[CH:29][C:30]([CH3:31])=[CH:32][CH:33]=4)(=[O:25])=[O:26])[C:5]3=[N:6][CH:7]=2)[CH:38]=[CH:37][C:36]=1[N:50]1[CH2:51][CH2:52][N:53]([C:56]([O:58][C:59]([CH3:62])([CH3:61])[CH3:60])=[O:57])[CH2:54][CH2:55]1. Reactant: Br[C:2]1[CH:3]=[C:4]2[C:10]([C:11]3[CH:12]=[N:13][N:14]([CH2:16][C:17]4[CH:22]=[CH:21][CH:20]=[C:19]([F:23])[CH:18]=4)[CH:15]=3)=[CH:9][N:8]([S:24]([C:27]3[CH:33]=[CH:32][C:30]([CH3:31])=[CH:29][CH:28]=3)(=[O:26])=[O:25])[C:5]2=[N:6][CH:7]=1.[F:34][C:35]1[CH:40]=[C:39](B2OC(C)(C)C(C)(C)O2)[CH:38]=[CH:37][C:36]=1[N:50]1[CH2:55][CH2:54][N:53]([C:56]([O:58][C:59]([CH3:62])([CH3:61])[CH3:60])=[O:57])[CH2:52][CH2:51]1.C(=O)([O-])[O-].[Na+].[Na+]. The catalyst class is: 600. (2) Reactant: Cl[C:2]1[CH:7]=[C:6]([O:8][C:9]2[C:14]([F:15])=[CH:13][C:12]([NH:16][C:17]([C:19]3([C:22]([NH:24][C:25]4[CH:30]=[CH:29][C:28]([F:31])=[CH:27][CH:26]=4)=[O:23])[CH2:21][CH2:20]3)=[O:18])=[C:11]([F:32])[CH:10]=2)[CH:5]=[CH:4][N:3]=1.[C:33](=[O:40])([O:35][C:36]([CH3:39])([CH3:38])[CH3:37])[NH2:34].CC1(C)C2C(=C(P(C3C=CC=CC=3)C3C=CC=CC=3)C=CC=2)OC2C(P(C3C=CC=CC=3)C3C=CC=CC=3)=CC=CC1=2.C(=O)([O-])[O-].[Cs+].[Cs+]. Product: [F:15][C:14]1[CH:13]=[C:12]([NH:16][C:17]([C:19]2([C:22](=[O:23])[NH:24][C:25]3[CH:30]=[CH:29][C:28]([F:31])=[CH:27][CH:26]=3)[CH2:21][CH2:20]2)=[O:18])[C:11]([F:32])=[CH:10][C:9]=1[O:8][C:6]1[CH:5]=[CH:4][N:3]=[C:2]([NH:34][C:33](=[O:40])[O:35][C:36]([CH3:39])([CH3:38])[CH3:37])[CH:7]=1. The catalyst class is: 62. (3) Product: [CH2:15]([N:11]1[CH2:12][CH2:13][CH2:14][N:8]([C:6]2[N:7]=[C:2]([C:25]3[CH:26]=[C:27]([CH:28]=[CH:29][C:24]=3[F:23])[CH:30]=[O:31])[CH:3]=[N:4][CH:5]=2)[CH2:9][CH2:10]1)[CH3:16]. Reactant: Cl[C:2]1[N:7]=[C:6]([N:8]2[CH2:14][CH2:13][CH2:12][N:11]([CH2:15][CH3:16])[CH2:10][CH2:9]2)[CH:5]=[N:4][CH:3]=1.C([O-])([O-])=O.[Cs+].[Cs+].[F:23][C:24]1[CH:29]=[CH:28][C:27]([CH:30]=[O:31])=[CH:26][C:25]=1B(O)O. The catalyst class is: 38. (4) Reactant: [C:1]1([C:7]2[N:11]=[C:10]([N:12]3[CH2:17][CH2:16][N:15](C(OC(C)(C)C)=O)[CH2:14][CH2:13]3)[S:9][N:8]=2)[CH:6]=[CH:5][CH:4]=[CH:3][CH:2]=1.Cl.CCCCCC. Product: [C:1]1([C:7]2[N:11]=[C:10]([N:12]3[CH2:17][CH2:16][NH:15][CH2:14][CH2:13]3)[S:9][N:8]=2)[CH:2]=[CH:3][CH:4]=[CH:5][CH:6]=1. The catalyst class is: 13. (5) Reactant: [O:1]1[CH2:6][CH2:5][N:4]([C:7]2[CH:8]=[N:9][CH:10]=[C:11]3[C:16]=2[N:15]=[C:14]([C:17]([O:19]C)=[O:18])[CH:13]=[CH:12]3)[CH2:3][CH2:2]1.O1CCOCC1.[OH-].[Li+]. Product: [O:1]1[CH2:6][CH2:5][N:4]([C:7]2[CH:8]=[N:9][CH:10]=[C:11]3[C:16]=2[N:15]=[C:14]([C:17]([OH:19])=[O:18])[CH:13]=[CH:12]3)[CH2:3][CH2:2]1. The catalyst class is: 6. (6) Reactant: [CH3:1][N:2]1[C:6]([CH3:7])=[CH:5][C:4]([C:8]2[O:12][N:11]=[C:10]([C:13]([O:15]CC)=[O:14])[N:9]=2)=[N:3]1.[OH-].[Na+]. Product: [CH3:1][N:2]1[C:6]([CH3:7])=[CH:5][C:4]([C:8]2[O:12][N:11]=[C:10]([C:13]([OH:15])=[O:14])[N:9]=2)=[N:3]1. The catalyst class is: 8.